Dataset: Peptide-MHC class I binding affinity with 185,985 pairs from IEDB/IMGT. Task: Regression. Given a peptide amino acid sequence and an MHC pseudo amino acid sequence, predict their binding affinity value. This is MHC class I binding data. The peptide sequence is SVNCFTSLVWAPL. The MHC is HLA-B58:01 with pseudo-sequence HLA-B58:01. The binding affinity (normalized) is 0.260.